This data is from Forward reaction prediction with 1.9M reactions from USPTO patents (1976-2016). The task is: Predict the product of the given reaction. (1) Given the reactants [Br:1][C:2]1[CH:7]=[CH:6][CH:5]=[CH:4][C:3]=1[CH2:8][CH2:9][C:10]([C:12]1[CH:17]=[CH:16][CH:15]=[C:14]([CH:18]2[O:22][CH2:21][CH2:20][O:19]2)[CH:13]=1)=[O:11].CB1N2CCC[C@@H]2C(C2C=CC=CC=2)(C2C=CC=CC=2)O1.S(C)C, predict the reaction product. The product is: [Br:1][C:2]1[CH:7]=[CH:6][CH:5]=[CH:4][C:3]=1[CH2:8][CH2:9][C@@H:10]([C:12]1[CH:17]=[CH:16][CH:15]=[C:14]([CH:18]2[O:19][CH2:20][CH2:21][O:22]2)[CH:13]=1)[OH:11]. (2) Given the reactants C[O:2][C:3](=[O:31])/[CH:4]=[CH:5]/[C:6]1[CH:7]=[C:8]2[C:27](=[CH:28][CH:29]=1)[O:26][C:11]1([CH2:16][CH2:15][N:14]([CH2:17][CH2:18][CH2:19][C:20]3[CH:25]=[CH:24][CH:23]=[CH:22][CH:21]=3)[CH2:13][CH2:12]1)[CH2:10][C:9]2=[O:30].[OH-].[Na+], predict the reaction product. The product is: [C:20]1([CH2:19][CH2:18][CH2:17][N:14]2[CH2:15][CH2:16][C:11]3([CH2:10][C:9](=[O:30])[C:8]4[C:27](=[CH:28][CH:29]=[C:6](/[CH:5]=[CH:4]/[C:3]([OH:31])=[O:2])[CH:7]=4)[O:26]3)[CH2:12][CH2:13]2)[CH:25]=[CH:24][CH:23]=[CH:22][CH:21]=1. (3) Given the reactants CN(C)C1C=CC=CC=1.P(Cl)(Cl)([Cl:12])=O.[Cl:15][C:16]1[CH:17]=[CH:18][C:19]2[NH:25][C:24]3[CH:26]=[CH:27][CH:28]=[CH:29][C:23]=3[C:22](=O)[NH:21][C:20]=2[CH:31]=1, predict the reaction product. The product is: [Cl:15][C:16]1[CH:17]=[CH:18][C:19]2[N:25]([Cl:12])[C:24]3[CH:26]=[CH:27][CH:28]=[CH:29][C:23]=3[CH:22]=[N:21][C:20]=2[CH:31]=1. (4) Given the reactants [CH2:1]([O:8][C:9]1[CH:10]=[CH:11][C:12]([OH:19])=[C:13]([CH:18]=1)[C:14]([O:16][CH3:17])=[O:15])[C:2]1[CH:7]=[CH:6][CH:5]=[CH:4][CH:3]=1.[C:20]([O-])([O-])=O.[K+].[K+].IC.O, predict the reaction product. The product is: [CH2:1]([O:8][C:9]1[CH:10]=[CH:11][C:12]([O:19][CH3:20])=[C:13]([CH:18]=1)[C:14]([O:16][CH3:17])=[O:15])[C:2]1[CH:3]=[CH:4][CH:5]=[CH:6][CH:7]=1. (5) Given the reactants [CH2:1]([N:8]1[C:16]2[C:11](=[CH:12][CH:13]=[C:14]([C:17]3[C:22]([Cl:23])=[CH:21][N:20]=[C:19]([NH:24][C:25]([C@@H:27]4[CH2:32][CH2:31][CH2:30][N:29](C(OC(C)(C)C)=O)[CH2:28]4)=[O:26])[CH:18]=3)[CH:15]=2)[C:10]([C:40]#[N:41])=[CH:9]1)[C:2]1[CH:7]=[CH:6][CH:5]=[CH:4][CH:3]=1.FC(F)(F)C(O)=O, predict the reaction product. The product is: [CH2:1]([N:8]1[C:16]2[C:11](=[CH:12][CH:13]=[C:14]([C:17]3[C:22]([Cl:23])=[CH:21][N:20]=[C:19]([NH:24][C:25]([C@@H:27]4[CH2:32][CH2:31][CH2:30][NH:29][CH2:28]4)=[O:26])[CH:18]=3)[CH:15]=2)[C:10]([C:40]#[N:41])=[CH:9]1)[C:2]1[CH:7]=[CH:6][CH:5]=[CH:4][CH:3]=1. (6) The product is: [N:13]1([C:10]([C:6]2[N:5]=[C:4]3[N:3]=[CH:2][NH:1][C:9]3=[CH:8][CH:7]=2)=[O:12])[CH2:18][CH2:17][CH2:16][C@@H:15]2[C:19]3[CH:20]=[CH:21][CH:22]=[CH:23][C:24]=3[CH2:25][C@H:14]12. Given the reactants [NH:1]1[C:9]2[C:4](=[N:5][C:6]([C:10]([OH:12])=O)=[CH:7][CH:8]=2)[N:3]=[CH:2]1.[NH:13]1[CH2:18][CH2:17][CH2:16][C@@H:15]2[C:19]3[CH:20]=[CH:21][CH:22]=[CH:23][C:24]=3[CH2:25][C@H:14]12.F[P-](F)(F)(F)(F)F.N1(OC(N(C)C)=[N+](C)C)C2N=CC=CC=2N=N1, predict the reaction product. (7) Given the reactants Br[CH2:2][CH2:3][CH2:4][CH2:5][CH2:6][CH2:7][C:8]1[C:14]2[CH:15]=[CH:16][C:17]([OH:19])=[CH:18][C:13]=2[CH2:12][CH2:11][CH2:10][C:9]=1[C:20]1[CH:25]=[CH:24][CH:23]=[CH:22][CH:21]=1.[F:26][C:27]([F:44])([C:40]([F:43])([F:42])[F:41])[CH2:28][CH2:29][CH2:30][S:31]([CH2:33][CH2:34][CH2:35][NH:36][CH2:37][CH2:38][OH:39])=[O:32], predict the reaction product. The product is: [OH:39][CH2:38][CH2:37][N:36]([CH2:35][CH2:34][CH2:33][S:31]([CH2:30][CH2:29][CH2:28][C:27]([F:44])([F:26])[C:40]([F:41])([F:42])[F:43])=[O:32])[CH2:2][CH2:3][CH2:4][CH2:5][CH2:6][CH2:7][C:8]1[C:14]2[CH:15]=[CH:16][C:17]([OH:19])=[CH:18][C:13]=2[CH2:12][CH2:11][CH2:10][C:9]=1[C:20]1[CH:25]=[CH:24][CH:23]=[CH:22][CH:21]=1. (8) The product is: [C:1]([O:5][C:6](=[O:7])[NH:8][C@@H:9]([CH3:10])[C:11]([NH:15][NH2:16])=[O:13])([CH3:4])([CH3:3])[CH3:2]. Given the reactants [C:1]([O:5][C:6]([NH:8][C@H:9]([C:11]([O:13]C)=O)[CH3:10])=[O:7])([CH3:4])([CH3:3])[CH3:2].[NH2:15][NH2:16].C1COCC1, predict the reaction product. (9) Given the reactants [NH2:1][S:2]([C:5]1[CH:6]=[C:7]([CH:12]=[CH:13][CH:14]=1)[C:8]([O:10]C)=[O:9])(=[O:4])=[O:3].[OH-].[Li+], predict the reaction product. The product is: [NH2:1][S:2]([C:5]1[CH:6]=[C:7]([CH:12]=[CH:13][CH:14]=1)[C:8]([OH:10])=[O:9])(=[O:3])=[O:4]. (10) The product is: [F:24][C:25]1[CH:26]=[C:27]([CH:31]=[CH:32][C:33]=1[F:34])[C:28]([NH:17][C:14]1[CH:15]=[CH:16][C:11]([O:10][CH2:9][CH2:8][N:3]2[CH2:4][CH2:5][CH2:6][CH2:7][CH:2]2[CH3:1])=[C:12]([C:18]2[N:19]([CH3:23])[N:20]=[CH:21][CH:22]=2)[CH:13]=1)=[O:29]. Given the reactants [CH3:1][CH:2]1[CH2:7][CH2:6][CH2:5][CH2:4][N:3]1[CH2:8][CH2:9][O:10][C:11]1[CH:16]=[CH:15][C:14]([NH2:17])=[CH:13][C:12]=1[C:18]1[N:19]([CH3:23])[N:20]=[CH:21][CH:22]=1.[F:24][C:25]1[CH:26]=[C:27]([CH:31]=[CH:32][C:33]=1[F:34])[C:28](Cl)=[O:29].C(N(CC)CC)C, predict the reaction product.